From a dataset of Forward reaction prediction with 1.9M reactions from USPTO patents (1976-2016). Predict the product of the given reaction. (1) Given the reactants Br[C:2]1[CH:3]=[C:4]2[C:12](=[CH:13][CH:14]=1)[N:11]([C:15]1[N:20]=[C:19]([C:21]3[CH:26]=[CH:25][CH:24]=[CH:23][CH:22]=3)[N:18]=[C:17]([C:27]3[CH:32]=[CH:31][CH:30]=[CH:29][CH:28]=3)[N:16]=1)[C:10]1[CH:9]=[C:8]3[C:33]([CH3:41])([CH3:40])[C:34]4[C:39]([C:7]3=[CH:6][C:5]2=1)=[CH:38][CH:37]=[CH:36][CH:35]=4.B1(B2O[C:54]([CH3:57])(C)[C:53]([CH3:59])([CH3:58])O2)OC(C)(C)C(C)(C)O1.[C:60]([O-])(=O)[CH3:61].[K+].C1(C2N=C(C3C=CC=CC=3)N=C(N3C4C=C5C(C)(C)C6C(C5=CC=4C4C3=CC=C(B3OC(C)(C)C(C)(C)O3)C=4)=CC=CC=6)N=2)C=CC=CC=1.Cl[C:115]1[N:120]=C(C2C=CC=CC=2)[CH:118]=[C:117]([C:127]2[CH:132]=[CH:131][CH:130]=[CH:129][CH:128]=2)[N:116]=1.C(=O)([O-])[O-].[Na+].[Na+], predict the reaction product. The product is: [C:127]1([C:117]2[CH:118]=[C:59]([C:53]3[CH:54]=[CH:57][CH:61]=[CH:60][CH:58]=3)[N:120]=[C:115]([C:2]3[CH:3]=[C:4]4[C:12](=[CH:13][CH:14]=3)[N:11]([C:15]3[N:20]=[C:19]([C:21]5[CH:22]=[CH:23][CH:24]=[CH:25][CH:26]=5)[N:18]=[C:17]([C:27]5[CH:32]=[CH:31][CH:30]=[CH:29][CH:28]=5)[N:16]=3)[C:10]3[CH:9]=[C:8]5[C:33]([CH3:41])([CH3:40])[C:34]6[C:39]([C:7]5=[CH:6][C:5]4=3)=[CH:38][CH:37]=[CH:36][CH:35]=6)[N:116]=2)[CH:132]=[CH:131][CH:130]=[CH:129][CH:128]=1. (2) Given the reactants [NH2:1][C:2]1[CH:3]=[C:4]([C:8]2[N:9]=[CH:10][N:11]([C:13]([N:15]([CH:17]3[CH2:22][CH2:21][N:20]([CH2:23][C:24]4[CH:29]=[CH:28][CH:27]=[C:26]([O:30][CH3:31])[CH:25]=4)[CH2:19][CH2:18]3)[CH3:16])=[O:14])[CH:12]=2)[CH:5]=[CH:6][CH:7]=1.C(N(CC)C(C)C)(C)C.[S:41](Cl)(=[O:44])(=[O:43])[NH2:42], predict the reaction product. The product is: [CH3:31][O:30][C:26]1[CH:25]=[C:24]([CH:29]=[CH:28][CH:27]=1)[CH2:23][N:20]1[CH2:21][CH2:22][CH:17]([N:15]([CH3:16])[C:13]([N:11]2[CH:12]=[C:8]([C:4]3[CH:5]=[CH:6][CH:7]=[C:2]([NH:1][S:41](=[O:44])(=[O:43])[NH2:42])[CH:3]=3)[N:9]=[CH:10]2)=[O:14])[CH2:18][CH2:19]1. (3) Given the reactants [F:1][C:2]1[CH:10]=[CH:9][CH:8]=[C:7]2[C:3]=1[C:4]([C:11]([O:13]C)=[O:12])=[N:5][NH:6]2.Cl[CH2:16][C:17]1[CH:22]=[CH:21][C:20]([C:23]2[CH:24]=[N:25][N:26]([CH3:28])[CH:27]=2)=[CH:19][C:18]=1[F:29], predict the reaction product. The product is: [F:1][C:2]1[CH:10]=[CH:9][CH:8]=[C:7]2[C:3]=1[C:4]([C:11]([OH:13])=[O:12])=[N:5][N:6]2[CH2:16][C:17]1[CH:22]=[CH:21][C:20]([C:23]2[CH:24]=[N:25][N:26]([CH3:28])[CH:27]=2)=[CH:19][C:18]=1[F:29].